Dataset: Forward reaction prediction with 1.9M reactions from USPTO patents (1976-2016). Task: Predict the product of the given reaction. The product is: [CH3:1][O:2][C:3]1[CH:4]=[C:5]2[C:9](=[CH:10][CH:11]=1)[NH:8][CH:7]=[C:6]2[CH2:12][CH2:13][N:14]1[CH:18]=[C:17]([NH2:19])[CH:16]=[N:15]1. Given the reactants [CH3:1][O:2][C:3]1[CH:4]=[C:5]2[C:9](=[CH:10][CH:11]=1)[NH:8][CH:7]=[C:6]2[CH2:12][CH2:13][N:14]1[CH:18]=[C:17]([N+:19]([O-])=O)[CH:16]=[N:15]1, predict the reaction product.